This data is from Forward reaction prediction with 1.9M reactions from USPTO patents (1976-2016). The task is: Predict the product of the given reaction. (1) Given the reactants [CH3:1][S:2][C:3]([S:11][CH3:12])([CH2:7][CH2:8][S:9][CH3:10])[C:4]([OH:6])=[O:5].C([O-])(=O)C.[Ca+2:17].C([O-])(=O)C, predict the reaction product. The product is: [CH3:12][S:11][C:3]([S:2][CH3:1])([CH2:7][CH2:8][S:9][CH3:10])[C:4]([O-:6])=[O:5].[Ca+2:17].[CH3:12][S:11][C:3]([S:2][CH3:1])([CH2:7][CH2:8][S:9][CH3:10])[C:4]([O-:6])=[O:5]. (2) The product is: [CH3:1][N:2]([CH3:32])[C:3]([C:5]1[N:26]([CH:27]2[CH2:31][CH2:30][CH2:29][CH2:28]2)[C:8]2[N:9]=[C:10]([NH:13][C:14]3[CH:19]=[CH:18][C:17]([N:20]4[CH2:21][CH2:22][N:23]([CH2:34][CH2:35][CH2:36][CH:37]([CH3:39])[CH3:38])[CH2:24][CH2:25]4)=[CH:16][N:15]=3)[N:11]=[CH:12][C:7]=2[CH:6]=1)=[O:4]. Given the reactants [CH3:1][N:2]([CH3:32])[C:3]([C:5]1[N:26]([CH:27]2[CH2:31][CH2:30][CH2:29][CH2:28]2)[C:8]2[N:9]=[C:10]([NH:13][C:14]3[CH:19]=[CH:18][C:17]([N:20]4[CH2:25][CH2:24][NH:23][CH2:22][CH2:21]4)=[CH:16][N:15]=3)[N:11]=[CH:12][C:7]=2[CH:6]=1)=[O:4].Br[CH2:34][CH2:35][CH2:36][CH:37]([CH3:39])[CH3:38], predict the reaction product. (3) Given the reactants [NH2:1][C:2]1[CH:9]=[CH:8][C:5]([C:6]#[N:7])=[C:4]([O:10][CH3:11])[CH:3]=1.Cl[C:13]1[CH:14]=[CH:15][C:16]2[CH2:17][N:18]([CH2:30][CH2:31][OH:32])[CH2:19][C@@H:20]([C:24]3[CH:29]=[CH:28][CH:27]=[CH:26][CH:25]=3)[O:21][C:22]=2[N:23]=1, predict the reaction product. The product is: [OH:32][CH2:31][CH2:30][N:18]1[CH2:17][C:16]2[CH:15]=[CH:14][C:13]([NH:1][C:2]3[CH:9]=[CH:8][C:5]([C:6]#[N:7])=[C:4]([O:10][CH3:11])[CH:3]=3)=[N:23][C:22]=2[O:21][C@H:20]([C:24]2[CH:29]=[CH:28][CH:27]=[CH:26][CH:25]=2)[CH2:19]1. (4) Given the reactants C([BH3-])#N.[Na+].[NH2:5][C:6]1[CH:11]=[CH:10][CH:9]=[CH:8][C:7]=1[C:12]([OH:19])([CH2:16][CH2:17][CH3:18])[CH2:13][CH2:14][CH3:15].[C:20]([O:24][C:25](=[O:33])[NH:26][C:27]([CH3:32])([CH3:31])[CH2:28][CH:29]=O)([CH3:23])([CH3:22])[CH3:21], predict the reaction product. The product is: [C:20]([O:24][C:25](=[O:33])[NH:26][C:27]([CH3:32])([CH3:31])[CH2:28][CH2:29][NH:5][C:6]1[CH:11]=[CH:10][CH:9]=[CH:8][C:7]=1[C:12]([OH:19])([CH2:16][CH2:17][CH3:18])[CH2:13][CH2:14][CH3:15])([CH3:23])([CH3:22])[CH3:21].